Dataset: Full USPTO retrosynthesis dataset with 1.9M reactions from patents (1976-2016). Task: Predict the reactants needed to synthesize the given product. (1) Given the product [Br:9][C:10]1[C:18]([S:1]([CH3:28])(=[O:6])=[O:2])=[CH:17][C:13]2[O:14][CH2:15][O:16][C:12]=2[CH:11]=1, predict the reactants needed to synthesize it. The reactants are: [S:1]([O-:6])(O[O-])(=O)=[O:2].[K+].[K+].[Br:9][C:10]1[C:18](SC)=[CH:17][C:13]2[O:14][CH2:15][O:16][C:12]=2[CH:11]=1.OOS([O-])=O.[K+].O.[CH2:28]1COCC1.CO.O. (2) The reactants are: [N+:1]([C:4]1[CH:9]=[CH:8][C:7]([CH:10]([CH2:16][CH2:17][CH2:18][CH2:19][CH3:20])[C:11]([O:13][CH2:14][CH3:15])=[O:12])=[CH:6][CH:5]=1)([O-])=O.[H][H]. Given the product [NH2:1][C:4]1[CH:5]=[CH:6][C:7]([CH:10]([CH2:16][CH2:17][CH2:18][CH2:19][CH3:20])[C:11]([O:13][CH2:14][CH3:15])=[O:12])=[CH:8][CH:9]=1, predict the reactants needed to synthesize it. (3) Given the product [CH:12]1([C:2]2[CH:3]=[C:4]3[C:9](=[CH:10][CH:11]=2)[CH:8]=[N:7][CH:6]=[CH:5]3)[CH2:14][CH2:13]1, predict the reactants needed to synthesize it. The reactants are: Br[C:2]1[CH:3]=[C:4]2[C:9](=[CH:10][CH:11]=1)[CH:8]=[N:7][CH:6]=[CH:5]2.[CH:12]1(B(O)O)[CH2:14][CH2:13]1.C([O-])([O-])=O.[K+].[K+]. (4) Given the product [Cl:1][C:2]1[CH:9]=[CH:8][CH:7]=[C:6]([F:10])[C:3]=1[CH:4]=[C:17]1[S:11][C:12](=[S:13])[NH:14][C:15]1=[O:16], predict the reactants needed to synthesize it. The reactants are: [Cl:1][C:2]1[CH:9]=[CH:8][CH:7]=[C:6]([F:10])[C:3]=1[CH:4]=O.[S:11]1[CH2:17][C:15](=[O:16])[NH:14][C:12]1=[S:13].C([O-])(=O)C.[Na+]. (5) Given the product [CH3:1][O:2][C:3]([C:4]1[C:5]([NH2:14])=[C:6]([Cl:13])[C:7]2[N:11]([CH3:23])[C:12]([CH:17]3[CH2:19][CH2:18]3)=[N:10][C:8]=2[CH:9]=1)=[O:15], predict the reactants needed to synthesize it. The reactants are: [CH3:1][O:2][C:3](=[O:15])[C:4]1[CH:9]=[C:8]([NH2:10])[C:7]([NH:11][CH3:12])=[C:6]([Cl:13])[C:5]=1[NH2:14].Cl.[CH:17]1(C(N)=N)[CH2:19][CH2:18]1.[CH3:23]CO. (6) Given the product [NH2:24][CH2:23][CH:14]([CH:13]([C:27]1[CH:32]=[C:31]([NH2:33])[CH:30]=[CH:29][C:28]=1[CH3:36])[O:12][Si:5]([C:8]([CH3:11])([CH3:10])[CH3:9])([CH3:7])[CH3:6])[CH2:15][C:16]([O:18][C:19]([CH3:22])([CH3:20])[CH3:21])=[O:17], predict the reactants needed to synthesize it. The reactants are: [BH4-].[Na+].[H][H].[Si:5]([O:12][CH:13]([C:27]1[CH:32]=[C:31]([N+:33]([O-])=O)[CH:30]=[CH:29][C:28]=1[CH3:36])[CH:14]([CH2:23][N+:24]([O-])=O)[CH2:15][C:16]([O:18][C:19]([CH3:22])([CH3:21])[CH3:20])=[O:17])([C:8]([CH3:11])([CH3:10])[CH3:9])([CH3:7])[CH3:6].